This data is from Forward reaction prediction with 1.9M reactions from USPTO patents (1976-2016). The task is: Predict the product of the given reaction. (1) The product is: [CH3:5]/[C:6](=[CH:12]\[CH:13]=[CH2:14])/[C:7]([O:9][CH2:10][CH3:11])=[O:8]. Given the reactants [O-]CC.[Na+].[CH3:5][CH:6]([CH:12]=[C:13]=[CH2:14])[C:7]([O:9][CH2:10][CH3:11])=[O:8], predict the reaction product. (2) Given the reactants CO.[NH:3]1[CH2:6][CH:5]([N:7]2[CH:11]=[C:10]([C:12]3[CH:13]=[CH:14][C:15]4[N:16]([C:18]([CH2:21][C:22]5[CH:23]=[C:24]6[C:29](=[CH:30][C:31]=5[F:32])[N:28]=[CH:27][CH:26]=[CH:25]6)=[CH:19][N:20]=4)[N:17]=3)[CH:9]=[N:8]2)[CH2:4]1.C=O.[BH3-][C:36]#N.[Na+], predict the reaction product. The product is: [F:32][C:31]1[CH:30]=[C:29]2[C:24]([CH:25]=[CH:26][CH:27]=[N:28]2)=[CH:23][C:22]=1[CH2:21][C:18]1[N:16]2[N:17]=[C:12]([C:10]3[CH:9]=[N:8][N:7]([CH:5]4[CH2:4][N:3]([CH3:36])[CH2:6]4)[CH:11]=3)[CH:13]=[CH:14][C:15]2=[N:20][CH:19]=1. (3) Given the reactants [B-](F)(F)(F)F.[B-](F)(F)(F)F.C1[N+]2(CCl)CC[N+]([F:21])(CC2)C1.C([O:24][C:25]([C:27]1[C:32]([N+:33]([O-:35])=[O:34])=[CH:31][CH:30]=[C:29]([CH3:36])[N:28]=1)=[CH2:26])C, predict the reaction product. The product is: [F:21][CH2:24][C:25]([C:27]1[C:32]([N+:33]([O-:35])=[O:34])=[CH:31][CH:30]=[C:29]([CH3:36])[N:28]=1)=[O:26].